Dataset: Full USPTO retrosynthesis dataset with 1.9M reactions from patents (1976-2016). Task: Predict the reactants needed to synthesize the given product. Given the product [CH:3]12[CH2:9][CH:6]([CH:5]([NH2:10])[CH2:4]1)[CH2:7][NH:2]2.[CH:19]12[NH:18][CH:23]([CH2:24][CH2:25]1)[CH2:22][CH:21]([NH2:26])[CH2:20]2.[CH:29]12[NH:28][CH:33]([CH2:14][CH2:15][CH2:34]1)[CH2:32][CH:31]([NH2:35])[CH2:30]2.[CH3:1][N:2]1[CH:3]2[CH2:9][CH2:8][CH:7]1[CH2:6][CH:5]([NH2:10])[CH2:4]2, predict the reactants needed to synthesize it. The reactants are: [CH3:1][N:2]1[CH2:7][CH:6]2[CH2:8][CH2:9][CH:3]1[CH2:4][CH:5]2[NH2:10].C([N:18]1[CH2:23][CH:22]2[CH2:24][CH2:25][CH:19]1[CH2:20][CH:21]2[NH2:26])(O[C:14](C)(C)[CH3:15])=O.C[N:28]1[CH2:33][CH:32]2[CH2:34][CH:29]1[CH2:30][CH:31]2[NH2:35].C1C2N(CC(N)CC2)CC1.